This data is from NCI-60 drug combinations with 297,098 pairs across 59 cell lines. The task is: Regression. Given two drug SMILES strings and cell line genomic features, predict the synergy score measuring deviation from expected non-interaction effect. (1) Drug 1: CC1=C(C=C(C=C1)NC2=NC=CC(=N2)N(C)C3=CC4=NN(C(=C4C=C3)C)C)S(=O)(=O)N.Cl. Drug 2: CCCCC(=O)OCC(=O)C1(CC(C2=C(C1)C(=C3C(=C2O)C(=O)C4=C(C3=O)C=CC=C4OC)O)OC5CC(C(C(O5)C)O)NC(=O)C(F)(F)F)O. Cell line: HCC-2998. Synergy scores: CSS=-8.15, Synergy_ZIP=7.11, Synergy_Bliss=-0.573, Synergy_Loewe=-18.1, Synergy_HSA=-12.5. (2) Drug 1: C1CN1P(=S)(N2CC2)N3CC3. Drug 2: CC=C1C(=O)NC(C(=O)OC2CC(=O)NC(C(=O)NC(CSSCCC=C2)C(=O)N1)C(C)C)C(C)C. Cell line: K-562. Synergy scores: CSS=70.9, Synergy_ZIP=-4.69, Synergy_Bliss=-3.88, Synergy_Loewe=-42.5, Synergy_HSA=-3.75. (3) Drug 1: CN(CCCl)CCCl.Cl. Drug 2: CC12CCC3C(C1CCC2OP(=O)(O)O)CCC4=C3C=CC(=C4)OC(=O)N(CCCl)CCCl.[Na+]. Cell line: SNB-19. Synergy scores: CSS=8.12, Synergy_ZIP=-6.42, Synergy_Bliss=-1.62, Synergy_Loewe=-11.4, Synergy_HSA=-1.84. (4) Drug 1: C1CCC(CC1)NC(=O)N(CCCl)N=O. Drug 2: C1C(C(OC1N2C=NC3=C2NC=NCC3O)CO)O. Cell line: U251. Synergy scores: CSS=33.7, Synergy_ZIP=-8.58, Synergy_Bliss=-0.807, Synergy_Loewe=-0.588, Synergy_HSA=0.598. (5) Drug 1: CC1C(C(=O)NC(C(=O)N2CCCC2C(=O)N(CC(=O)N(C(C(=O)O1)C(C)C)C)C)C(C)C)NC(=O)C3=C4C(=C(C=C3)C)OC5=C(C(=O)C(=C(C5=N4)C(=O)NC6C(OC(=O)C(N(C(=O)CN(C(=O)C7CCCN7C(=O)C(NC6=O)C(C)C)C)C)C(C)C)C)N)C. Drug 2: CN(C(=O)NC(C=O)C(C(C(CO)O)O)O)N=O. Cell line: SF-295. Synergy scores: CSS=20.4, Synergy_ZIP=-4.05, Synergy_Bliss=-3.05, Synergy_Loewe=-87.6, Synergy_HSA=-0.0428. (6) Synergy scores: CSS=46.4, Synergy_ZIP=-0.823, Synergy_Bliss=-2.39, Synergy_Loewe=-26.2, Synergy_HSA=-1.90. Cell line: HOP-62. Drug 1: CC1=C(N=C(N=C1N)C(CC(=O)N)NCC(C(=O)N)N)C(=O)NC(C(C2=CN=CN2)OC3C(C(C(C(O3)CO)O)O)OC4C(C(C(C(O4)CO)O)OC(=O)N)O)C(=O)NC(C)C(C(C)C(=O)NC(C(C)O)C(=O)NCCC5=NC(=CS5)C6=NC(=CS6)C(=O)NCCC[S+](C)C)O. Drug 2: C1CN(P(=O)(OC1)NCCCl)CCCl.